This data is from Catalyst prediction with 721,799 reactions and 888 catalyst types from USPTO. The task is: Predict which catalyst facilitates the given reaction. (1) Reactant: CS(O[CH2:6][C:7]1[CH:16]=[CH:15][C:14]2[C@H:13]([NH:17]C(OC(C)(C)C)=O)[CH2:12][CH2:11][CH2:10][C:9]=2[CH:8]=1)(=O)=O.[F:25][C:26]([F:30])([F:29])[CH2:27][NH2:28].C([O-])([O-])=O.[K+].[K+]. Product: [F:25][C:26]([F:30])([F:29])[CH2:27][NH:28][CH2:6][C:7]1[CH:8]=[C:9]2[C:14](=[CH:15][CH:16]=1)[C@H:13]([NH2:17])[CH2:12][CH2:11][CH2:10]2. The catalyst class is: 56. (2) The catalyst class is: 682. Reactant: [C:1]([C:5]1[O:9][N:8]=[C:7]([NH:10][C:11]([NH:13][C:14]2[CH:19]=[CH:18][CH:17]=[C:16]([S:20][C:21]3[C:30]4[C:25](=[CH:26][C:27]([O:33][CH2:34][CH2:35]Cl)=[C:28]([O:31][CH3:32])[CH:29]=4)[N:24]=[CH:23][N:22]=3)[CH:15]=2)=[O:12])[CH:6]=1)([CH3:4])([CH3:3])[CH3:2].[N:37]1([CH2:43][CH2:44][OH:45])[CH2:42][CH2:41][NH:40][CH2:39][CH2:38]1.C(N(C(C)C)CC)(C)C. Product: [C:1]([C:5]1[O:9][N:8]=[C:7]([NH:10][C:11]([NH:13][C:14]2[CH:19]=[CH:18][CH:17]=[C:16]([S:20][C:21]3[C:30]4[C:25](=[CH:26][C:27]([O:33][CH2:34][CH2:35][N:40]5[CH2:41][CH2:42][N:37]([CH2:43][CH2:44][OH:45])[CH2:38][CH2:39]5)=[C:28]([O:31][CH3:32])[CH:29]=4)[N:24]=[CH:23][N:22]=3)[CH:15]=2)=[O:12])[CH:6]=1)([CH3:4])([CH3:3])[CH3:2]. (3) Product: [C:1]1([C:7]2([CH2:20][O:21][CH2:22][C:23]3[CH:24]=[C:25]([N:33]4[C:34]([C:35]([F:37])([F:38])[F:36])=[N:61][N:60]=[N:59]4)[CH:26]=[C:27]([C:29]([F:31])([F:30])[F:32])[CH:28]=3)[CH2:12][CH2:11][N:10]([C:13]([O:15][C:16]([CH3:18])([CH3:17])[CH3:19])=[O:14])[CH2:9][CH2:8]2)[CH:2]=[CH:3][CH:4]=[CH:5][CH:6]=1. The catalyst class is: 53. Reactant: [C:1]1([C:7]2([CH2:20][O:21][CH2:22][C:23]3[CH:28]=[C:27]([C:29]([F:32])([F:31])[F:30])[CH:26]=[C:25]([NH:33][C:34](=O)[C:35]([F:38])([F:37])[F:36])[CH:24]=3)[CH2:12][CH2:11][N:10]([C:13]([O:15][C:16]([CH3:19])([CH3:18])[CH3:17])=[O:14])[CH2:9][CH2:8]2)[CH:6]=[CH:5][CH:4]=[CH:3][CH:2]=1.C1(P(C2C=CC=CC=2)C2C=CC=CC=2)C=CC=CC=1.[N-:59]=[N+:60]=[N-:61].[Na+]. (4) The catalyst class is: 43. Product: [OH:1][CH2:2][C@H:3]([NH:14][C:15]([C:17]1[C:26]2[C:21](=[CH:22][CH:23]=[C:24]([CH2:27][CH2:28][CH2:29][CH2:30][CH2:31][OH:32])[CH:25]=2)[N:20]=[C:19]([C:33]2[CH:34]=[C:35]([O:43][CH3:44])[C:36]([O:41][CH3:42])=[C:37]([O:39][CH3:40])[CH:38]=2)[CH:18]=1)=[O:16])[CH2:4][C:5]1[C:13]2[C:8](=[CH:9][CH:10]=[CH:11][CH:12]=2)[NH:7][CH:6]=1. Reactant: [OH:1][CH2:2][C@H:3]([NH:14][C:15]([C:17]1[C:26]2[C:21](=[CH:22][CH:23]=[C:24]([C:27]#[C:28][CH2:29][CH2:30][CH2:31][OH:32])[CH:25]=2)[N:20]=[C:19]([C:33]2[CH:38]=[C:37]([O:39][CH3:40])[C:36]([O:41][CH3:42])=[C:35]([O:43][CH3:44])[CH:34]=2)[CH:18]=1)=[O:16])[CH2:4][C:5]1[C:13]2[C:8](=[CH:9][CH:10]=[CH:11][CH:12]=2)[NH:7][CH:6]=1.[H][H]. (5) The catalyst class is: 3. Product: [CH3:1][C:2]1[CH:3]=[CH:4][C:5]([N+:12]([O-:14])=[O:13])=[C:6]([S:8]([Cl:17])(=[O:10])=[O:9])[CH:7]=1. Reactant: [CH3:1][C:2]1[CH:3]=[CH:4][C:5]([N+:12]([O-:14])=[O:13])=[C:6]([S:8](O)(=[O:10])=[O:9])[CH:7]=1.O=S(Cl)[Cl:17].